From a dataset of Reaction yield outcomes from USPTO patents with 853,638 reactions. Predict the reaction yield, written as a fraction of the theoretical maximum amount of product (1.0 means a 100% yield; for example, 0.34 means a 34% yield). (1) The yield is 0.450. The product is [CH3:49][N:48]([CH3:50])[C:43]1[CH:42]=[C:41]2[C:46](=[CH:45][C:44]=1[NH:47][C:3]1[NH:4][C:5]3=[N:21][CH:20]=[CH:19][C:6]3=[C:7]([NH:8][C:9]3[CH:10]=[CH:11][CH:12]=[C:13]([F:18])[C:14]=3[C:15]([NH2:52])=[O:17])[N:16]=1)[N:38]([C:36](=[O:37])[CH2:35][N:33]([CH3:32])[CH3:34])[CH2:39][CH2:40]2. The reactants are Cl.Cl[C:3]1[N:16]2[C:7](=[N:8][C:9]3[C:14]([C:15]2=[O:17])=[C:13]([F:18])[CH:12]=[CH:11][CH:10]=3)[C:6]2[CH:19]=[CH:20][N:21](S(C3C=CC(C)=CC=3)(=O)=O)[C:5]=2[N:4]=1.[CH3:32][N:33]([CH2:35][C:36]([N:38]1[C:46]2[C:41](=[CH:42][C:43]([N:48]([CH3:50])[CH3:49])=[C:44]([NH2:47])[CH:45]=2)[CH2:40][CH2:39]1)=[O:37])[CH3:34].[OH-].[NH4+:52]. No catalyst specified. (2) The reactants are [Cl:1][CH2:2]C(CCl)=O.[CH2:7]([O:14][C:15]([NH:17][C@H:18]([C:26]([OH:28])=O)[CH2:19][C:20]1[CH:25]=[CH:24][CH:23]=[CH:22][CH:21]=1)=[O:16])[C:8]1[CH:13]=[CH:12][CH:11]=[CH:10][CH:9]=1.[BH4-].[Na+]. The catalyst is CO.O1CCCC1. The product is [CH2:7]([O:14][C:15]([NH:17][C@@H:18]([CH2:19][C:20]1[CH:21]=[CH:22][CH:23]=[CH:24][CH:25]=1)[C@H:26]([OH:28])[CH2:2][Cl:1])=[O:16])[C:8]1[CH:9]=[CH:10][CH:11]=[CH:12][CH:13]=1. The yield is 0.430. (3) The reactants are F[P-](F)(F)(F)(F)F.N1(O[P+](N(C)C)(N(C)C)N(C)C)C2C=CC=CC=2N=N1.[Cl:28][C:29]1[CH:30]=[C:31]([CH:37]([CH2:41][CH:42]2[CH2:46][CH2:45][CH2:44][CH2:43]2)[C:38]([OH:40])=O)[CH:32]=[CH:33][C:34]=1[S:35][CH3:36].C(N(CC)C(C)C)(C)C.[NH2:56][C:57]1[S:58][CH:59]=[CH:60][N:61]=1. The catalyst is C(Cl)Cl. The product is [Cl:28][C:29]1[CH:30]=[C:31]([CH:37]([CH2:41][CH:42]2[CH2:46][CH2:45][CH2:44][CH2:43]2)[C:38]([NH:56][C:57]2[S:58][CH:59]=[CH:60][N:61]=2)=[O:40])[CH:32]=[CH:33][C:34]=1[S:35][CH3:36]. The yield is 0.710. (4) The reactants are Br[C:2]1[C:7](=[O:8])[N:6]([CH2:9][CH:10]2[CH2:12][CH2:11]2)[C:5]2[N:13]=[CH:14][CH:15]=[CH:16][C:4]=2[N:3]=1.[F:17][C:18]1[CH:23]=[CH:22][C:21](B(O)O)=[C:20]([CH3:27])[CH:19]=1.C(=O)([O-])[O-].[Na+].[Na+].C([O-])(=O)C. The catalyst is CN(C)C=O.C1C=CC(P(C2C=CC=CC=2)C2C=CC=CC=2)=CC=1.C1C=CC(P(C2C=CC=CC=2)C2C=CC=CC=2)=CC=1.Cl[Pd]Cl.O.C(O)C. The product is [CH:10]1([CH2:9][N:6]2[C:7](=[O:8])[C:2]([C:21]3[CH:22]=[CH:23][C:18]([F:17])=[CH:19][C:20]=3[CH3:27])=[N:3][C:4]3[CH:16]=[CH:15][CH:14]=[N:13][C:5]2=3)[CH2:12][CH2:11]1. The yield is 0.453.